This data is from Reaction yield outcomes from USPTO patents with 853,638 reactions. The task is: Predict the reaction yield, written as a fraction of the theoretical maximum amount of product (1.0 means a 100% yield; for example, 0.34 means a 34% yield). (1) The reactants are [F:1][C:2]1[CH:7]=[CH:6][CH:5]=[C:4]([F:8])[C:3]=1[C:9]1[O:10][C:11]([O:19][CH2:20][CH3:21])=[C:12]([C:14]([O:16]CC)=[O:15])[N:13]=1.Cl. The catalyst is [OH-].[K+]. The product is [F:1][C:2]1[CH:7]=[CH:6][CH:5]=[C:4]([F:8])[C:3]=1[C:9]1[O:10][C:11]([O:19][CH2:20][CH3:21])=[C:12]([C:14]([OH:16])=[O:15])[N:13]=1. The yield is 0.670. (2) The catalyst is C(O)C.CCOC(C)=O.O. The reactants are C([O:3][CH2:4][CH2:5][O:6][NH:7][C:8]([C:10]1[CH:15]=[CH:14][C:13](=[O:16])[N:12]([CH3:17])[C:11]=1[NH:18][C:19]1[CH:24]=[CH:23][C:22]([CH3:25])=[CH:21][C:20]=1[F:26])=[O:9])=C.Cl.[OH-].[Na+]. The yield is 1.00. The product is [OH:3][CH2:4][CH2:5][O:6][NH:7][C:8]([C:10]1[CH:15]=[CH:14][C:13](=[O:16])[N:12]([CH3:17])[C:11]=1[NH:18][C:19]1[CH:24]=[CH:23][C:22]([CH3:25])=[CH:21][C:20]=1[F:26])=[O:9]. (3) The catalyst is CN(C=O)C.CC([O-])=O.CC([O-])=O.[Pd+2]. The product is [F:9][C:8]([F:11])([F:10])[C:5]1[N:4]=[CH:3][C:2](/[CH:14]=[CH:13]/[C:12]([O:16][CH3:17])=[O:15])=[CH:7][N:6]=1. The reactants are Br[C:2]1[CH:3]=[N:4][C:5]([C:8]([F:11])([F:10])[F:9])=[N:6][CH:7]=1.[C:12]([O:16][CH3:17])(=[O:15])[CH:13]=[CH2:14].C1(C)C=CC=CC=1P(C1C=CC=CC=1C)C1C=CC=CC=1C.O. The yield is 0.980. (4) The reactants are [Br:1][C:2]1[CH:3]=[CH:4][C:5]([O:13][Si:14]([C:17]([CH3:20])([CH3:19])[CH3:18])([CH3:16])[CH3:15])=[C:6]([CH2:8][C:9]([O:11][CH3:12])=[O:10])[CH:7]=1.C[Si]([N-][Si](C)(C)C)(C)C.[Li+].[F:31][C:32]1[CH:40]=[CH:39][C:35]([C:36](Cl)=[O:37])=[CH:34][CH:33]=1. The catalyst is C1COCC1. The product is [Br:1][C:2]1[CH:3]=[CH:4][C:5]([O:13][Si:14]([C:17]([CH3:20])([CH3:19])[CH3:18])([CH3:15])[CH3:16])=[C:6]([CH:8]([C:36]([C:35]2[CH:39]=[CH:40][C:32]([F:31])=[CH:33][CH:34]=2)=[O:37])[C:9]([O:11][CH3:12])=[O:10])[CH:7]=1. The yield is 0.820. (5) The reactants are Cl[CH2:2][CH2:3][N:4]1[CH2:9][CH2:8]O[CH2:6][CH2:5]1.[I-].[Na+].[C:12](=O)([O-])[O-].[Cs+].[Cs+].[Cl:18][C:19]1[C:20]([OH:39])=[CH:21][CH:22]=[C:23]2[C:28]=1[N:27]=[C:26]([C:29]1[N:30]=[C:31]([NH:34][CH:35]([CH3:37])[CH3:36])[O:32][CH:33]=1)[CH:25]=[C:24]2[OH:38].Cl. The catalyst is CN(C=O)C. The product is [Cl:18][C:19]1[C:20]([O:39][CH2:2][CH2:3][N:4]2[CH2:9][CH2:8][CH2:12][CH2:6][CH2:5]2)=[CH:21][CH:22]=[C:23]2[C:28]=1[N:27]=[C:26]([C:29]1[N:30]=[C:31]([NH:34][CH:35]([CH3:36])[CH3:37])[O:32][CH:33]=1)[CH:25]=[C:24]2[OH:38]. The yield is 0.510. (6) The reactants are [H-].[Na+].[OH:3][C@@H:4]([CH2:15][O:16][CH:17]([CH3:19])[CH3:18])[C:5]([NH:7][C:8]1[CH:13]=[N:12][C:11]([CH3:14])=[CH:10][N:9]=1)=[O:6].Cl[C:21]1[N:26]=[CH:25][N:24]=[C:23]2[N:27]([C:30]3[C:35]([CH3:36])=[N:34][CH:33]=[CH:32][N:31]=3)[N:28]=[CH:29][C:22]=12.C(O)(=O)CC(CC(O)=O)(C(O)=O)O. The catalyst is C1COCC1.O.CCOC(C)=O. The product is [CH:17]([O:16][CH2:15][C@H:4]([O:3][C:21]1[N:26]=[CH:25][N:24]=[C:23]2[N:27]([C:30]3[C:35]([CH3:36])=[N:34][CH:33]=[CH:32][N:31]=3)[N:28]=[CH:29][C:22]=12)[C:5]([NH:7][C:8]1[CH:13]=[N:12][C:11]([CH3:14])=[CH:10][N:9]=1)=[O:6])([CH3:19])[CH3:18]. The yield is 0.474. (7) The reactants are [F:1][CH:2]([F:6])[C:3](=[NH:5])[NH2:4].Cl.[F:8][CH:9]([C:14](OC)=[O:15])[C:10](OC)=[O:11]. No catalyst specified. The product is [F:1][CH:2]([F:6])[C:3]1[NH:4][C:14]([OH:15])=[C:9]([F:8])[C:10](=[O:11])[N:5]=1. The yield is 0.610. (8) The reactants are [OH-].[Na+].I[CH2:4][CH2:5][CH2:6][CH3:7].[C:8]1([CH3:20])[CH:13]=[CH:12][C:11]([S:14]([CH2:17][N+:18]#[C-:19])(=[O:16])=[O:15])=[CH:10][CH:9]=1. The catalyst is [I-].C([N+](CCCC)(CCCC)CCCC)CCC.C(Cl)Cl.O. The product is [N+:18]([CH:17]([S:14]([C:11]1[CH:10]=[CH:9][C:8]([CH3:20])=[CH:13][CH:12]=1)(=[O:15])=[O:16])[CH2:4][CH2:5][CH2:6][CH3:7])#[C-:19]. The yield is 0.870. (9) The reactants are [CH:1]1([C:5]2[N:6]=[C:7]([CH2:10][CH2:11][C:12]3[CH:34]=[CH:33][N:15]4[C:16](=[O:32])[C:17](/[CH:27]=[CH:28]/[C:29]([OH:31])=[O:30])=[C:18]([N:20]5[CH2:25][CH2:24]C[CH:22]([OH:26])[CH2:21]5)[N:19]=[C:14]4[CH:13]=3)[S:8][CH:9]=2)[CH2:4][CH2:3][CH2:2]1.C1(C2N=C(CCC3C=CN4C(=O)C(/C=C/C(OC(C)(C)C)=O)=C(N5CCOCC5)N=C4C=3)SC=2)CCC1. No catalyst specified. The product is [CH:1]1([C:5]2[N:6]=[C:7]([CH2:10][CH2:11][C:12]3[CH:34]=[CH:33][N:15]4[C:16](=[O:32])[C:17](/[CH:27]=[CH:28]/[C:29]([OH:31])=[O:30])=[C:18]([N:20]5[CH2:21][CH2:22][O:26][CH2:24][CH2:25]5)[N:19]=[C:14]4[CH:13]=3)[S:8][CH:9]=2)[CH2:2][CH2:3][CH2:4]1. The yield is 0.730.